Task: Predict the product of the given reaction.. Dataset: Forward reaction prediction with 1.9M reactions from USPTO patents (1976-2016) Given the reactants [N+:1]([C:4]1[S:8][C:7]([C:9]2[O:10][C:11]3[CH:12]=[N:13][CH:14]=[CH:15][C:16]=3[N:17]=2)=[CH:6][CH:5]=1)([O-])=O.[NH4+].[Cl-].O, predict the reaction product. The product is: [N:17]1[C:16]2[CH:15]=[CH:14][N:13]=[CH:12][C:11]=2[O:10][C:9]=1[C:7]1[S:8][C:4]([NH2:1])=[CH:5][CH:6]=1.